From a dataset of Reaction yield outcomes from USPTO patents with 853,638 reactions. Predict the reaction yield, written as a fraction of the theoretical maximum amount of product (1.0 means a 100% yield; for example, 0.34 means a 34% yield). (1) The product is [OH:9][C:10]1[C:11](=[O:37])[C:12]([C:26]2[N:30]([C:31]3[CH:32]=[CH:33][CH:34]=[CH:35][CH:36]=3)[N:29]=[CH:28][CH:27]=2)=[N:13][N:14]([C:16]2[CH:21]=[CH:20][CH:19]=[C:18]([C:22]([F:23])([F:25])[F:24])[CH:17]=2)[CH:15]=1. The catalyst is CC#N. The yield is 0.840. The reactants are C[Si](Cl)(C)C.[Na+].[I-].C[O:9][C:10]1[C:11](=[O:37])[C:12]([C:26]2[N:30]([C:31]3[CH:36]=[CH:35][CH:34]=[CH:33][CH:32]=3)[N:29]=[CH:28][CH:27]=2)=[N:13][N:14]([C:16]2[CH:21]=[CH:20][CH:19]=[C:18]([C:22]([F:25])([F:24])[F:23])[CH:17]=2)[CH:15]=1.O. (2) The reactants are [Cl:1][C:2]1[CH:16]=[CH:15][C:5]([O:6][C:7]2[CH:8]=[C:9]([CH2:13][NH2:14])[CH:10]=[CH:11][CH:12]=2)=[CH:4][CH:3]=1.[CH:17](=O)[CH2:18][CH2:19][CH3:20]. No catalyst specified. The product is [Cl:1][C:2]1[CH:16]=[CH:15][C:5]([O:6][C:7]2[CH:8]=[C:9]([CH:10]=[CH:11][CH:12]=2)[CH2:13][NH:14][CH2:17][CH2:18][CH2:19][CH3:20])=[CH:4][CH:3]=1. The yield is 0.320. (3) The reactants are [Cl:1][C:2]1[C:7]([F:8])=[CH:6][CH:5]=[C:4]([Cl:9])[C:3]=1[C@H:10]([O:12][C:13]1[C:14]([NH:38]C(OC(C)(C)C)=O)=[N:15][CH:16]=[C:17]([C:19]2[CH:20]=[N:21][N:22]([CH:24]3[CH2:29][CH2:28][N:27](NC(OC(C)(C)C)=O)[CH2:26][CH2:25]3)[CH:23]=2)[CH:18]=1)[CH3:11].Cl.C(O)C. The catalyst is ClCCl. The product is [CH3:11][C@@H:10]([O:12][C:13]1[CH:18]=[C:17]([C:19]2[CH:20]=[N:21][N:22]([CH:24]3[CH2:29][CH2:28][NH:27][CH2:26][CH2:25]3)[CH:23]=2)[CH:16]=[N:15][C:14]=1[NH2:38])[C:3]1[C:4]([Cl:9])=[CH:5][CH:6]=[C:7]([F:8])[C:2]=1[Cl:1]. The yield is 0.996. (4) The yield is 0.0760. The product is [F:22][C:21]([F:24])([F:23])[C:25]([OH:28])=[O:26].[Cl:1][C:2]1[CH:7]=[CH:6][C:5]([O:8][C:9]2[CH:14]=[CH:13][C:12]([CH2:15][N:16]([CH3:20])[C:17]3[NH:19][CH:34]=[C:33]([CH2:38][C:39]4[CH:44]=[N:43][CH:42]=[N:41][CH:40]=4)[C:32](=[O:31])[N:18]=3)=[CH:11][CH:10]=2)=[CH:4][C:3]=1[C:21]([F:22])([F:23])[F:24]. The reactants are [Cl:1][C:2]1[CH:7]=[CH:6][C:5]([O:8][C:9]2[CH:14]=[CH:13][C:12]([CH2:15][N:16]([CH3:20])[C:17]([NH2:19])=[NH:18])=[CH:11][CH:10]=2)=[CH:4][C:3]=1[C:21]([F:24])([F:23])[F:22].[C:25]([O-:28])([O-])=[O:26].[Cs+].[Cs+].[OH:31]/[CH:32]=[C:33](/[CH2:38][C:39]1[CH:40]=[N:41][CH:42]=[N:43][CH:44]=1)\[C:34](OC)=O. The catalyst is CN1C(=O)CCC1. (5) The yield is 1.18. The catalyst is C1(C)C=CC=CC=1. The product is [CH2:1]([O:3][C:4](=[O:19])/[CH:5]=[C:6](\[NH2:13])/[C@H:7]([CH3:12])[C@H:8]([CH3:11])[CH:9]=[CH2:10])[CH3:2]. The reactants are [CH2:1]([O:3][C:4](=[O:19])/[CH:5]=[C:6](/[N:13]1CCC[C@@H]1C)\[C@H:7]([CH3:12])[C@H:8]([CH3:11])[CH:9]=[CH2:10])[CH3:2].N.CO. (6) The reactants are [Br:1][C:2]1[CH:3]=[C:4]2[C:9](=[CH:10][CH:11]=1)[N:8]=[CH:7][C:6]([C:12](=[O:16])[CH:13]([CH3:15])[CH3:14])=[C:5]2Cl.[CH3:18][N:19]([CH2:21][C:22]1[CH:28]=[CH:27][C:25]([NH2:26])=[CH:24][CH:23]=1)[CH3:20]. No catalyst specified. The product is [Br:1][C:2]1[CH:3]=[C:4]2[C:9](=[CH:10][CH:11]=1)[N:8]=[CH:7][C:6]([C:12](=[O:16])[CH:13]([CH3:15])[CH3:14])=[C:5]2[NH:26][C:25]1[CH:24]=[CH:23][C:22]([CH2:21][N:19]([CH3:20])[CH3:18])=[CH:28][CH:27]=1. The yield is 0.270. (7) The product is [Cl:49][C:50]1[CH:51]=[C:52]([N:56]2[C:60]([CH2:61][NH:62][C:13](=[O:15])[CH:12]([C:9]3[CH:10]=[N:11][C:6]([N:5]([CH2:4][CH2:3][O:2][CH3:1])[CH3:17])=[CH:7][CH:8]=3)[CH3:16])=[CH:59][C:58]([C:63]([F:64])([F:65])[F:66])=[N:57]2)[CH:53]=[CH:54][CH:55]=1. The yield is 0.450. The catalyst is ClCCl. The reactants are [CH3:1][O:2][CH2:3][CH2:4][N:5]([CH3:17])[C:6]1[N:11]=[CH:10][C:9]([CH:12]([CH3:16])[C:13]([OH:15])=O)=[CH:8][CH:7]=1.CCN=C=NCCCN(C)C.Cl.C1C=CC2N(O)N=NC=2C=1.CCN(C(C)C)C(C)C.[Cl:49][C:50]1[CH:51]=[C:52]([N:56]2[C:60]([CH2:61][NH2:62])=[CH:59][C:58]([C:63]([F:66])([F:65])[F:64])=[N:57]2)[CH:53]=[CH:54][CH:55]=1. (8) The reactants are [Cl:1][CH2:2][CH2:3][O:4][C:5]1[CH:12]=[CH:11][C:8]([CH2:9]O)=[CH:7][CH:6]=1.S(Br)([Br:15])=O. The catalyst is O1CCOCC1.CCOCC. The product is [Cl:1][CH2:2][CH2:3][O:4][C:5]1[CH:12]=[CH:11][C:8]([CH2:9][Br:15])=[CH:7][CH:6]=1. The yield is 0.580. (9) The reactants are C(N(C(C)C)CC)(C)C.CN(C)CCCN=C=NCC.[CH3:21][N:22]([CH3:26])[CH2:23][CH2:24][NH2:25].[CH2:27]([O:34][C:35]1[CH:36]=[C:37]([CH:50]=[C:51]([O:53][CH2:54][C:55]2[CH:60]=[CH:59][CH:58]=[CH:57][CH:56]=2)[CH:52]=1)[C:38]([NH:40][C:41]1[CH:49]=[CH:48][C:44]([C:45](O)=[O:46])=[CH:43][N:42]=1)=[O:39])[C:28]1[CH:33]=[CH:32][CH:31]=[CH:30][CH:29]=1. The catalyst is ClCCl. The product is [CH2:54]([O:53][C:51]1[CH:50]=[C:37]([CH:36]=[C:35]([O:34][CH2:27][C:28]2[CH:33]=[CH:32][CH:31]=[CH:30][CH:29]=2)[CH:52]=1)[C:38]([NH:40][C:41]1[CH:49]=[CH:48][C:44]([C:45]([NH:25][CH2:24][CH2:23][N:22]([CH3:26])[CH3:21])=[O:46])=[CH:43][N:42]=1)=[O:39])[C:55]1[CH:56]=[CH:57][CH:58]=[CH:59][CH:60]=1. The yield is 0.250. (10) The catalyst is O1CCOCC1.C([O-])(O)=O.[Na+].C1C=CC(/C=C/C(/C=C/C2C=CC=CC=2)=O)=CC=1.C1C=CC(/C=C/C(/C=C/C2C=CC=CC=2)=O)=CC=1.C1C=CC(/C=C/C(/C=C/C2C=CC=CC=2)=O)=CC=1.[Pd].[Pd]. The product is [F:30][C:31]1([F:35])[CH2:34][N:33]([C:5]2[CH:6]=[CH:7][C:2]([F:1])=[C:3]([N:9]3[CH:14]=[C:13]([O:15][CH3:16])[C:12](=[O:17])[C:11]([C:18]4[N:22]([C:23]5[CH:28]=[CH:27][CH:26]=[CH:25][CH:24]=5)[N:21]=[CH:20][CH:19]=4)=[N:10]3)[CH:4]=2)[CH2:32]1. The reactants are [F:1][C:2]1[CH:7]=[CH:6][C:5](I)=[CH:4][C:3]=1[N:9]1[CH:14]=[C:13]([O:15][CH3:16])[C:12](=[O:17])[C:11]([C:18]2[N:22]([C:23]3[CH:28]=[CH:27][CH:26]=[CH:25][CH:24]=3)[N:21]=[CH:20][CH:19]=2)=[N:10]1.Cl.[F:30][C:31]1([F:35])[CH2:34][NH:33][CH2:32]1.CC([O-])(C)C.[Na+].CC1(C)C2C(=C(P(C3C=CC=CC=3)C3C=CC=CC=3)C=CC=2)OC2C(P(C3C=CC=CC=3)C3C=CC=CC=3)=CC=CC1=2. The yield is 0.410.